From a dataset of Catalyst prediction with 721,799 reactions and 888 catalyst types from USPTO. Predict which catalyst facilitates the given reaction. Reactant: [NH2:1][C@H:2]([C:20]1[N:24]([C@@H:25]([CH2:29][CH2:30][CH2:31][CH3:32])[C:26]([OH:28])=[O:27])[N:23]=[N:22][N:21]=1)[CH2:3][C:4]1[C:12]2[C:7](=[CH:8][CH:9]=[CH:10][CH:11]=2)[N:6]([C:13]([O:15][C:16]([CH3:19])([CH3:18])[CH3:17])=[O:14])[CH:5]=1.C([O-])([O-])=O.[Na+].[Na+].C1C(=O)N([O:46][C:47]([O:49][CH2:50][CH:51]2[C:63]3[C:58](=[CH:59][CH:60]=[CH:61][CH:62]=3)[C:57]3[C:52]2=[CH:53][CH:54]=[CH:55][CH:56]=3)=O)C(=O)C1. Product: [CH:62]1[C:63]2[CH:51]([CH2:50][O:49][C:47]([NH:1][C@H:2]([C:20]3[N:24]([C@@H:25]([CH2:29][CH2:30][CH2:31][CH3:32])[C:26]([OH:28])=[O:27])[N:23]=[N:22][N:21]=3)[CH2:3][C:4]3[C:12]4[C:7](=[CH:8][CH:9]=[CH:10][CH:11]=4)[N:6]([C:13]([O:15][C:16]([CH3:18])([CH3:19])[CH3:17])=[O:14])[CH:5]=3)=[O:46])[C:52]3[C:57](=[CH:56][CH:55]=[CH:54][CH:53]=3)[C:58]=2[CH:59]=[CH:60][CH:61]=1. The catalyst class is: 47.